Dataset: Peptide-MHC class II binding affinity with 134,281 pairs from IEDB. Task: Regression. Given a peptide amino acid sequence and an MHC pseudo amino acid sequence, predict their binding affinity value. This is MHC class II binding data. The peptide sequence is DEEFCDMLRLFDFNK. The MHC is DRB1_0101 with pseudo-sequence DRB1_0101. The binding affinity (normalized) is 0.669.